The task is: Predict which catalyst facilitates the given reaction.. This data is from Catalyst prediction with 721,799 reactions and 888 catalyst types from USPTO. (1) Reactant: [NH2:1][C:2]1[C:7]([CH3:8])=[CH:6][C:5]([CH:9]2[CH2:14][CH2:13][N:12]([CH2:15][C:16]3[CH:21]=[CH:20][C:19]([O:22][CH3:23])=[CH:18][CH:17]=3)[C:11](=[O:24])[CH2:10]2)=[C:4]([CH3:25])[CH:3]=1.Cl[C:27]1[N:32]=[C:31]([NH:33][C:34]2[CH:38]=[C:37]([CH3:39])[NH:36][N:35]=2)[C:30]([Cl:40])=[CH:29][N:28]=1.Cl.C([O-])(O)=O.[Na+]. Product: [Cl:40][C:30]1[C:31]([NH:33][C:34]2[CH:38]=[C:37]([CH3:39])[NH:36][N:35]=2)=[N:32][C:27]([NH:1][C:2]2[C:7]([CH3:8])=[CH:6][C:5]([CH:9]3[CH2:14][CH2:13][N:12]([CH2:15][C:16]4[CH:17]=[CH:18][C:19]([O:22][CH3:23])=[CH:20][CH:21]=4)[C:11](=[O:24])[CH2:10]3)=[C:4]([CH3:25])[CH:3]=2)=[N:28][CH:29]=1. The catalyst class is: 41. (2) The catalyst class is: 2. Reactant: [CH3:1][C:2]([NH2:10])([CH3:9])[C:3]1[CH:8]=[CH:7][CH:6]=[CH:5][CH:4]=1.[CH3:11][CH2:12][O:13][C:14]([C@@H:16](OS(C(F)(F)F)(=O)=O)[CH3:17])=[O:15]. Product: [C:3]1([C:2]([NH:10][C@@H:16]([C:14]([O:13][CH2:12][CH3:11])=[O:15])[CH3:17])([CH3:9])[CH3:1])[CH:8]=[CH:7][CH:6]=[CH:5][CH:4]=1. (3) Reactant: [CH3:1][C:2]1[C:3]([C:21]([O:23][CH2:24][CH3:25])=[O:22])=[C:4]2[CH:9]=[CH:8][CH:7]=[N:6][N:5]2[C:10]=1[C:11]([C:13]1[C:14](=[O:20])[N:15]([CH3:19])[CH:16]=[CH:17][CH:18]=1)=O.[CH3:26][Mg]Br. Product: [CH3:1][C:2]1[C:3]([C:21]([O:23][CH2:24][CH3:25])=[O:22])=[C:4]2[CH:9]=[CH:8][CH:7]=[N:6][N:5]2[C:10]=1[C:11]([C:13]1[C:14](=[O:20])[N:15]([CH3:19])[CH:16]=[CH:17][CH:18]=1)=[CH2:26]. The catalyst class is: 7. (4) Product: [CH3:62][N:37]1[C@@H:38]([C@H:48]2[O:49][C:50](=[O:61])[C:51]3[C:52]([O:59][CH3:60])=[C:53]([O:57][CH3:58])[CH:54]=[CH:55][C:56]2=3)[C:39]2[C:40]([O:46][CH3:47])=[C:41]3[O:45][CH2:44][O:43][C:42]3=[C:33]([NH2:30])[C:34]=2[CH2:35][CH2:36]1. The catalyst class is: 1. Reactant: Cl[Sn]Cl.C1(S)C=CC=CC=1.C1(N(C2C=CC=CC=2)C2C=CC=CC=2)C=CC=CC=1.[N:30]([C:33]1[C:34]2[CH2:35][CH2:36][N:37]([CH3:62])[C@@H:38]([C@@H:48]3[C:56]4[C:51](=[C:52]([O:59][CH3:60])[C:53]([O:57][CH3:58])=[CH:54][CH:55]=4)[C:50](=[O:61])[O:49]3)[C:39]=2[C:40]([O:46][CH3:47])=[C:41]2[O:45][CH2:44][O:43][C:42]=12)=[N+]=[N-]. (5) Reactant: [O:1]([C:3]1[CH:4]=[C:5]([N:10]2[CH2:15][CH2:14][N:13]([CH3:16])[CH2:12][CH2:11]2)[CH:6]=[CH:7][C:8]=1Br)[CH3:2].[B:17]1([B:17]2[O:21][C:20]([CH3:23])([CH3:22])[C:19]([CH3:25])([CH3:24])[O:18]2)[O:21][C:20]([CH3:23])([CH3:22])[C:19]([CH3:25])([CH3:24])[O:18]1.[K].C([O-])(=O)C. Product: [O:1]([C:3]1[CH:4]=[C:5]([N:10]2[CH2:15][CH2:14][N:13]([CH3:16])[CH2:12][CH2:11]2)[CH:6]=[CH:7][C:8]=1[B:17]1[O:21][C:20]([CH3:23])([CH3:22])[C:19]([CH3:25])([CH3:24])[O:18]1)[CH3:2]. The catalyst class is: 294. (6) Reactant: [N+:1]([CH:4]1[C:9](=[O:10])[CH:8]=[CH:7][N:6]=[CH:5]1)([O-:3])=[O:2].[Br:11]Br. Product: [Br:11][CH:8]1[C:9](=[O:10])[C:4]([N+:1]([O-:3])=[O:2])=[CH:5][N:6]=[CH:7]1. The catalyst class is: 6. (7) Reactant: [Cl:1][C:2]1[C:3]([O:12][C:13]2[CH:18]=[C:17]([O:19][CH2:20][CH2:21][O:22][CH3:23])[CH:16]=[CH:15][C:14]=2[CH2:24][OH:25])=[N:4][CH:5]=[C:6]([C:8]([F:11])([F:10])[F:9])[CH:7]=1.[CH2:26]([S:31]([NH2:34])(=[O:33])=[O:32])[CH2:27][CH2:28][CH2:29][CH3:30].N12CCCN=C1CCCCC2.Cl.CN(C)[CH:49]=[O:50]. Product: [CH2:26]([S:31]([NH:34][C:49](=[O:50])[O:25][CH2:24][C:14]1[CH:15]=[CH:16][C:17]([O:19][CH2:20][CH2:21][O:22][CH3:23])=[CH:18][C:13]=1[O:12][C:3]1[C:2]([Cl:1])=[CH:7][C:6]([C:8]([F:9])([F:11])[F:10])=[CH:5][N:4]=1)(=[O:33])=[O:32])[CH2:27][CH2:28][CH2:29][CH3:30]. The catalyst class is: 768.